This data is from Reaction yield outcomes from USPTO patents with 853,638 reactions. The task is: Predict the reaction yield, written as a fraction of the theoretical maximum amount of product (1.0 means a 100% yield; for example, 0.34 means a 34% yield). (1) The reactants are FC(F)(F)C(O)=O.Cl[C:9]1[CH:14]=[CH:13][C:12]([C@H:15]2[N:22]3C(SC(C(O)=O)=C3COC)=[N:17][C@H:16]2[C:29]2[CH:34]=[CH:33][C:32]([Cl:35])=[CH:31][CH:30]=2)=CC=1. The catalyst is ClCCl. The product is [NH2:17][CH:16]([C:29]1[CH:30]=[CH:31][C:32]([Cl:35])=[CH:33][CH:34]=1)[C:15]1([NH2:22])[CH2:12][CH2:13][CH2:14][CH2:9]1. The yield is 0.790. (2) The reactants are Cl[C:2]1[N:7]=[CH:6][N:5]=[C:4]([NH:8][C@H:9]2[CH2:12][C@H:11]([NH:13][C:14]3[N:23]=[CH:22][C:21]4[C:16](=[CH:17][CH:18]=[CH:19][CH:20]=4)[N:15]=3)[CH2:10]2)[C:3]=1[NH2:24].[F:25][C:26]([F:37])([F:36])[C:27](O[C:27](=O)[C:26]([F:37])([F:36])[F:25])=O.C(N(CC)CC)C.C(O)(=[O:47])C. The catalyst is ClCCl. The product is [N:15]1[C:16]2[C:21](=[CH:20][CH:19]=[CH:18][CH:17]=2)[CH:22]=[N:23][C:14]=1[NH:13][C@H:11]1[CH2:12][C@H:9]([N:8]2[C:27]([C:26]([F:37])([F:36])[F:25])=[N:24][C:3]3[C:4]2=[N:5][CH:6]=[N:7][C:2]=3[OH:47])[CH2:10]1. The yield is 0.596. (3) The reactants are [CH3:1][O:2][C:3](=[O:21])[C:4]([CH3:20])([CH3:19])[CH2:5][N:6]1[CH2:11][CH2:10][N:9](C(OC(C)(C)C)=O)[CH2:8][CH2:7]1.C(O)(C(F)(F)F)=O. The catalyst is C(Cl)Cl. The product is [CH3:19][C:4]([CH3:20])([CH2:5][N:6]1[CH2:11][CH2:10][NH:9][CH2:8][CH2:7]1)[C:3]([O:2][CH3:1])=[O:21]. The yield is 0.880.